Dataset: Reaction yield outcomes from USPTO patents with 853,638 reactions. Task: Predict the reaction yield, written as a fraction of the theoretical maximum amount of product (1.0 means a 100% yield; for example, 0.34 means a 34% yield). (1) The reactants are [C:1]([C:3]1[CH:8]=[CH:7][C:6]2=[N:9][C:10]([C:12]3[CH:13]=[CH:14][C:15]([C:25]([F:28])([F:27])[F:26])=[C:16]([NH:18][C:19](=[O:24])[C:20]([CH3:23])([CH3:22])[CH3:21])[CH:17]=3)=[CH:11][N:5]2[N:4]=1)#[N:2].CC[OH:31].CS(C)=O.[OH-].[Na+].OO. The catalyst is O. The product is [CH3:21][C:20]([CH3:23])([CH3:22])[C:19]([NH:18][C:16]1[CH:17]=[C:12]([C:10]2[N:9]=[C:6]3[N:5]([CH:11]=2)[N:4]=[C:3]([C:1]([NH2:2])=[O:31])[CH:8]=[CH:7]3)[CH:13]=[CH:14][C:15]=1[C:25]([F:28])([F:26])[F:27])=[O:24]. The yield is 0.600. (2) The reactants are [CH2:1]([O:8][C:9]1[CH:14]=[CH:13][C:12](Cl)=[C:11]([N+:16]([O-:18])=[O:17])[CH:10]=1)[C:2]1[CH:7]=[CH:6][CH:5]=[CH:4][CH:3]=1.[NH2:19][C:20]1[CH:25]=[CH:24][C:23]([SH:26])=[CH:22][CH:21]=1.C(=O)([O-])[O-].[Cs+].[Cs+].C(OCC)(=O)C. The catalyst is CN(C)C=O. The product is [CH2:1]([O:8][C:9]1[CH:14]=[CH:13][C:12]([S:26][C:23]2[CH:24]=[CH:25][C:20]([NH2:19])=[CH:21][CH:22]=2)=[C:11]([N+:16]([O-:18])=[O:17])[CH:10]=1)[C:2]1[CH:7]=[CH:6][CH:5]=[CH:4][CH:3]=1. The yield is 0.830. (3) The reactants are [Si:1]([O:8][C@@H:9]1[C@H:13]([CH2:14][O:15][Si:16]([C:19]([CH3:22])([CH3:21])[CH3:20])([CH3:18])[CH3:17])[CH2:12][C@@H:11]([O:23][C:24]2[CH:29]=[C:28](Cl)[N:27]=[CH:26][N:25]=2)[CH2:10]1)([C:4]([CH3:7])([CH3:6])[CH3:5])([CH3:3])[CH3:2].[CH3:31][O:32][C@H:33]1[CH2:41][C:40]2[C:35](=[CH:36][CH:37]=[CH:38][CH:39]=2)[C@H:34]1[NH2:42].C(N(CC)CC)C.C(O)CCC. No catalyst specified. The product is [Si:1]([O:8][C@@H:9]1[C@H:13]([CH2:14][O:15][Si:16]([C:19]([CH3:22])([CH3:21])[CH3:20])([CH3:18])[CH3:17])[CH2:12][C@@H:11]([O:23][C:24]2[N:25]=[CH:26][N:27]=[C:28]([NH:42][C@@H:34]3[C:35]4[C:40](=[CH:39][CH:38]=[CH:37][CH:36]=4)[CH2:41][C@@H:33]3[O:32][CH3:31])[CH:29]=2)[CH2:10]1)([C:4]([CH3:7])([CH3:6])[CH3:5])([CH3:3])[CH3:2]. The yield is 0.790. (4) The reactants are [Cl:1][C:2]1[CH:7]=[CH:6][C:5]([CH2:8][C:9](=[C:11]2C(=O)O[C:14](C)([CH3:18])[O:13][C:12]2=[O:20])[OH:10])=[CH:4][CH:3]=1. The catalyst is C(O)C. The product is [Cl:1][C:2]1[CH:3]=[CH:4][C:5]([CH2:8][C:9](=[O:10])[CH2:11][C:12]([O:13][CH2:14][CH3:18])=[O:20])=[CH:6][CH:7]=1. The yield is 0.730. (5) The reactants are C(OP([CH2:9][C:10]#[N:11])(=O)OCC)C.[H-].[Na+].[CH3:14][N:15]1[CH:19]=[C:18]([C:20]2[CH:21]=[C:22]([C:26]3([CH:47]=O)[CH2:31][CH2:30][N:29]([C:32]4[N:40]=[CH:39][N:38]=[C:37]5[C:33]=4[N:34]=[CH:35][N:36]5[CH:41]4[CH2:46][CH2:45][CH2:44][CH2:43][O:42]4)[CH2:28][CH2:27]3)[CH:23]=[CH:24][CH:25]=2)[CH:17]=[N:16]1. The catalyst is C1COCC1. The product is [CH3:14][N:15]1[CH:19]=[C:18]([C:20]2[CH:21]=[C:22]([C:26]3([CH:47]=[CH:9][C:10]#[N:11])[CH2:31][CH2:30][N:29]([C:32]4[N:40]=[CH:39][N:38]=[C:37]5[C:33]=4[N:34]=[CH:35][N:36]5[CH:41]4[CH2:46][CH2:45][CH2:44][CH2:43][O:42]4)[CH2:28][CH2:27]3)[CH:23]=[CH:24][CH:25]=2)[CH:17]=[N:16]1. The yield is 0.732. (6) The reactants are CS(Cl)(=O)=O.O[CH2:7][CH2:8][C:9]1C=C2[C:16](=[CH:17][CH:18]=1)C=C(N1C=CC=[CH:21][C:20]1=[O:25])C=C2.[CH3:26][CH2:27]N(CC)CC. No catalyst specified. The product is [CH3:26][CH2:27][O:25][CH2:20][CH3:21].[CH3:7][CH2:8][CH2:9][CH2:18][CH2:17][CH3:16]. The yield is 0.520. (7) The reactants are [N+:1]([C:4]1[CH:5]=[C:6]2[C:10](=[CH:11][CH:12]=1)[NH:9][C:8]([C:13]1[CH:18]=[CH:17][CH:16]=[CH:15][CH:14]=1)=[CH:7]2)([O-])=O. The catalyst is CO.[Ni]. The product is [C:13]1([C:8]2[NH:9][C:10]3[C:6]([CH:7]=2)=[CH:5][C:4]([NH2:1])=[CH:12][CH:11]=3)[CH:14]=[CH:15][CH:16]=[CH:17][CH:18]=1. The yield is 0.770. (8) The reactants are [C:1]([N:4]1[CH2:9][CH2:8][N:7]([C:10]2[CH:15]=[CH:14][C:13]([OH:16])=[CH:12][CH:11]=2)[CH2:6][CH2:5]1)(=[O:3])[CH3:2].C(=O)([O-])[O-].[K+].[K+].Br[CH:24]([C:28]([F:31])([F:30])[F:29])[CH2:25][CH2:26]C.O. The catalyst is CN(C)C=O. The product is [C:1]([N:4]1[CH2:5][CH2:6][N:7]([C:10]2[CH:15]=[CH:14][C:13]([O:16][CH2:26][CH2:25][CH2:24][C:28]([F:31])([F:30])[F:29])=[CH:12][CH:11]=2)[CH2:8][CH2:9]1)(=[O:3])[CH3:2]. The yield is 1.00. (9) The reactants are Br[C:2]1[CH:7]=[CH:6][C:5]([CH3:8])=[CH:4][C:3]=1[CH:9]([O:12]C)OC.Br[CH2:15][CH2:16][CH2:17][CH:18]=[CH2:19]. The catalyst is C1COCC1.C([Li])CCC. The product is [CH3:8][C:5]1[CH:6]=[CH:7][C:2]([CH2:19][CH2:18][CH2:17][CH:16]=[CH2:15])=[C:3]([CH:4]=1)[CH:9]=[O:12]. The yield is 0.100. (10) The reactants are C(=O)([O-])[O-].[Na+].[Na+].[ClH:7].F[C:9]1[CH:14]=[CH:13][C:12]([C:15]2[CH:16]=[CH:17][C:18]3[C:22]([C:23]4[CH:24]=[N:25][CH:26]=[CH:27][CH:28]=4)=[CH:21][S:20][C:19]=3[CH:29]=2)=[CH:11][CH:10]=1.[CH3:30][S:31]C1C=CC(B(O)O)=CC=1.Cl.C(OCC)C. The catalyst is C1COCC1.C(OCC)(=O)C.C(OCC)C. The product is [ClH:7].[CH3:30][S:31][C:9]1[CH:14]=[CH:13][C:12]([C:15]2[CH:16]=[CH:17][C:18]3[C:22]([C:23]4[CH:24]=[N:25][CH:26]=[CH:27][CH:28]=4)=[CH:21][S:20][C:19]=3[CH:29]=2)=[CH:11][CH:10]=1. The yield is 0.820.